From a dataset of Full USPTO retrosynthesis dataset with 1.9M reactions from patents (1976-2016). Predict the reactants needed to synthesize the given product. (1) Given the product [Br:1][C:2]1[CH:3]=[C:4]2[C:12](=[CH:13][CH:14]=1)[NH:11][C:10]1[CH:9]([NH:16][C:17]3[CH:22]=[CH:21][CH:20]=[CH:19][CH:18]=3)[CH2:8][CH2:7][CH2:6][C:5]2=1, predict the reactants needed to synthesize it. The reactants are: [Br:1][C:2]1[CH:3]=[C:4]2[C:12](=[CH:13][CH:14]=1)[NH:11][C:10]1[C:9](=O)[CH2:8][CH2:7][CH2:6][C:5]2=1.[NH2:16][C:17]1[CH:22]=[CH:21][CH:20]=[CH:19][CH:18]=1.C1(C)C=CC(S(O)(=O)=O)=CC=1.[BH4-].[Na+]. (2) Given the product [CH3:11][C:3]1[C:2]2[N:22]([C:23]3[CH:28]=[CH:27][CH:26]=[CH:25][CH:24]=3)[N:16]=[N:8][C:7]=2[CH:6]=[N:5][CH:4]=1, predict the reactants needed to synthesize it. The reactants are: Cl[C:2]1[C:7]([N+:8]([O-])=O)=[CH:6][N:5]=[CH:4][C:3]=1[CH3:11].ClC1C=C[N:16]=CC=1[N+]([O-])=O.[NH2:22][C:23]1[CH:28]=[CH:27][CH:26]=[CH:25][CH:24]=1.NC1C=CC=CN=1.